This data is from Reaction yield outcomes from USPTO patents with 853,638 reactions. The task is: Predict the reaction yield, written as a fraction of the theoretical maximum amount of product (1.0 means a 100% yield; for example, 0.34 means a 34% yield). (1) The reactants are [NH2:1][C:2]1[N:7]=[CH:6][N:5]=[C:4]2[N:8]([CH2:12][C@H:13]3[CH2:17][CH2:16][CH2:15][N:14]3[C:18]([O:20][C:21]([CH3:24])([CH3:23])[CH3:22])=[O:19])[N:9]=[C:10](I)[C:3]=12.[F:25][C:26]1[CH:47]=[CH:46][CH:45]=[C:44]([F:48])[C:27]=1[O:28][C:29]1[CH:34]=[CH:33][C:32](B2OC(C)(C)C(C)(C)O2)=[CH:31][CH:30]=1.C(=O)([O-])[O-].[Na+].[Na+]. The catalyst is O1CCOCC1.O. The product is [NH2:1][C:2]1[N:7]=[CH:6][N:5]=[C:4]2[N:8]([CH2:12][C@H:13]3[CH2:17][CH2:16][CH2:15][N:14]3[C:18]([O:20][C:21]([CH3:24])([CH3:23])[CH3:22])=[O:19])[N:9]=[C:10]([C:32]3[CH:31]=[CH:30][C:29]([O:28][C:27]4[C:44]([F:48])=[CH:45][CH:46]=[CH:47][C:26]=4[F:25])=[CH:34][CH:33]=3)[C:3]=12. The yield is 0.790. (2) The reactants are [C:1]([C:5]1[CH:9]=[C:8]([NH2:10])[N:7]([C:11]2[CH:16]=[C:15](C)[CH:14]=[CH:13][C:12]=2[CH3:18])[N:6]=1)([CH3:4])([CH3:3])[CH3:2].FC(F)(F)S(O[C:25]1[C:26]([C:31]([O:33][CH2:34][CH3:35])=[O:32])=[N:27][CH:28]=[CH:29][CH:30]=1)(=O)=O.[CH:38]1C=CC(P(C2C(C3C(P(C4C=CC=CC=4)C4C=CC=CC=4)=CC=C4C=3C=CC=C4)=C3C(C=CC=C3)=CC=2)C2C=CC=CC=2)=CC=1.C([O-])([O-])=O.[Cs+].[Cs+]. The catalyst is C1C=CC(/C=C/C(/C=C/C2C=CC=CC=2)=O)=CC=1.C1C=CC(/C=C/C(/C=C/C2C=CC=CC=2)=O)=CC=1.C1C=CC(/C=C/C(/C=C/C2C=CC=CC=2)=O)=CC=1.[Pd].[Pd].O. The product is [C:1]([C:5]1[CH:9]=[C:8]([NH:10][C:25]2[C:26]([C:31]([O:33][CH2:34][CH3:35])=[O:32])=[N:27][CH:28]=[CH:29][CH:30]=2)[N:7]([C:11]2[C:16]([CH3:38])=[CH:15][CH:14]=[CH:13][C:12]=2[CH3:18])[N:6]=1)([CH3:3])([CH3:2])[CH3:4]. The yield is 0.570.